This data is from Full USPTO retrosynthesis dataset with 1.9M reactions from patents (1976-2016). The task is: Predict the reactants needed to synthesize the given product. (1) Given the product [C:12]([C:14]1[C:22]2[C:17](=[CH:18][CH:19]=[C:20]([CH2:23][CH2:24][NH:25][C:26](=[O:40])[C:27]3[CH:32]=[CH:31][C:30]([C:33]4[CH:38]=[CH:37][N:36]=[C:35]([NH:11][CH2:10][CH2:9][CH2:8][CH2:7][N:1]5[CH2:6][CH2:5][CH2:4][CH2:3][CH2:2]5)[N:34]=4)=[CH:29][CH:28]=3)[CH:21]=2)[NH:16][CH:15]=1)#[N:13], predict the reactants needed to synthesize it. The reactants are: [N:1]1([CH2:7][CH2:8][CH2:9][CH2:10][NH2:11])[CH2:6][CH2:5][CH2:4][CH2:3][CH2:2]1.[C:12]([C:14]1[C:22]2[C:17](=[CH:18][CH:19]=[C:20]([CH2:23][CH2:24][NH:25][C:26](=[O:40])[C:27]3[CH:32]=[CH:31][C:30]([C:33]4[CH:38]=[CH:37][N:36]=[C:35](Cl)[N:34]=4)=[CH:29][CH:28]=3)[CH:21]=2)[NH:16][CH:15]=1)#[N:13]. (2) The reactants are: [CH2:1]([O:3][C:4](=[O:17])[CH2:5][C:6]1[CH:11]=[C:10]([OH:12])[CH:9]=[CH:8][C:7]=1[C:13]([F:16])([F:15])[F:14])[CH3:2].[Br:18][C:19]1[CH:20]=[CH:21][C:22](F)=[C:23]([CH:26]=1)[CH:24]=[O:25]. Given the product [CH2:1]([O:3][C:4](=[O:17])[CH2:5][C:6]1[CH:11]=[C:10]([O:12][C:22]2[CH:21]=[CH:20][C:19]([Br:18])=[CH:26][C:23]=2[CH:24]=[O:25])[CH:9]=[CH:8][C:7]=1[C:13]([F:15])([F:16])[F:14])[CH3:2], predict the reactants needed to synthesize it. (3) The reactants are: Cl[C:2]1[N:3]=[N:4][C:5]([Cl:21])=[C:6]([NH:8][C:9]2[CH:14]=[CH:13][CH:12]=[CH:11][C:10]=2[S:15]([CH:18]([CH3:20])[CH3:19])(=[O:17])=[O:16])[N:7]=1.[CH2:22]([P:24]([C:28]1[CH:34]=[CH:33][C:31]([NH2:32])=[C:30]([O:35][CH3:36])[CH:29]=1)([CH2:26][CH3:27])=[O:25])[CH3:23].C12(CS(O)(=O)=O)C(C)(C)C(CC1)CC2=O. Given the product [Cl:21][C:5]1[N:4]=[N:3][C:2]([NH:32][C:31]2[CH:33]=[CH:34][C:28]([P:24]([CH2:26][CH3:27])([CH2:22][CH3:23])=[O:25])=[CH:29][C:30]=2[O:35][CH3:36])=[N:7][C:6]=1[NH:8][C:9]1[CH:14]=[CH:13][CH:12]=[CH:11][C:10]=1[S:15]([CH:18]([CH3:20])[CH3:19])(=[O:17])=[O:16], predict the reactants needed to synthesize it. (4) Given the product [NH2:22][CH2:21][C:17]1[C:18](=[O:20])[NH:19][C:14]([C@H:10]2[C@H:11]([CH3:13])[CH2:12][N:8]([CH2:1][C:2]3[CH:7]=[CH:6][CH:5]=[CH:4][CH:3]=3)[CH2:9]2)=[N:15][N:16]=1, predict the reactants needed to synthesize it. The reactants are: [CH2:1]([N:8]1[CH2:12][C@@H:11]([CH3:13])[C@H:10]([C:14]2[NH:19][C:18](=[O:20])[C:17]([CH2:21][N:22]3C(=O)C4C(=CC=CC=4)C3=O)=[N:16][N:15]=2)[CH2:9]1)[C:2]1[CH:7]=[CH:6][CH:5]=[CH:4][CH:3]=1.O.NN. (5) Given the product [CH2:1]([O:8][C:9]1[CH:10]=[C:11]([CH:15]=[CH:16][C:17]=1[CH3:18])[C:12]([NH2:19])=[O:13])[C:2]1[CH:7]=[CH:6][CH:5]=[CH:4][CH:3]=1, predict the reactants needed to synthesize it. The reactants are: [CH2:1]([O:8][C:9]1[CH:10]=[C:11]([CH:15]=[CH:16][C:17]=1[CH3:18])[C:12](Cl)=[O:13])[C:2]1[CH:7]=[CH:6][CH:5]=[CH:4][CH:3]=1.[NH3:19]. (6) Given the product [C:16]([C:20]1[CH:25]=[C:24]([C:26]([CH3:27])([CH3:28])[CH3:29])[CH:23]=[C:22]([CH2:30][O:31][CH2:32][CH2:33][CH2:34][CH3:35])[C:21]=1[OH:36])([CH3:17])([CH3:18])[CH3:19], predict the reactants needed to synthesize it. The reactants are: C(C1C=C(C(C)(C)C)C=CC=1O)(C)(C)C.[C:16]([C:20]1[CH:25]=[C:24]([C:26]([CH3:29])([CH3:28])[CH3:27])[CH:23]=[C:22]([CH2:30][O:31][CH2:32][CH2:33][CH2:34][CH3:35])[C:21]=1[OH:36])([CH3:19])([CH3:18])[CH3:17].C=O.C(NCCCC)CCC.C(O)(=O)C.C(O)CCC. (7) Given the product [Cl:1][C:2]1[CH:3]=[C:4](/[C:12](=[N:16]\[O:17][CH:18]2[CH2:19][CH2:20][CH2:21][CH2:22][CH2:23]2)/[C:13]([NH:39][C:36]2[CH:37]=[CH:38][N:34]([CH3:33])[N:35]=2)=[O:15])[CH:5]=[CH:6][C:7]=1[S:8]([CH3:11])(=[O:9])=[O:10], predict the reactants needed to synthesize it. The reactants are: [Cl:1][C:2]1[CH:3]=[C:4](/[C:12](=[N:16]\[O:17][CH:18]2[CH2:23][CH2:22][CH2:21][CH2:20][CH2:19]2)/[C:13]([OH:15])=O)[CH:5]=[CH:6][C:7]=1[S:8]([CH3:11])(=[O:10])=[O:9].C(N(CC)C(C)C)(C)C.[CH3:33][N:34]1[CH:38]=[CH:37][C:36]([NH2:39])=[N:35]1. (8) Given the product [Cl:1][C:2]1[CH:7]=[C:6]([N+:8]([O-:10])=[O:9])[C:5]([F:11])=[CH:4][C:3]=1[O:12][CH3:13], predict the reactants needed to synthesize it. The reactants are: [Cl:1][C:2]1[CH:7]=[C:6]([N+:8]([O-:10])=[O:9])[C:5]([F:11])=[CH:4][C:3]=1[OH:12].[C:13](=O)([O-])[O-].[K+].[K+].IC.CN(C)C=O.